From a dataset of Forward reaction prediction with 1.9M reactions from USPTO patents (1976-2016). Predict the product of the given reaction. (1) Given the reactants [C:1]([C:3]1[CH:4]=[C:5]2[N:11]=[C:10]([CH:12]([OH:33])[C:13]3[C:21]([CH:22]4[CH2:24][CH2:23]4)=[CH:20][C:19]([CH3:25])=[C:18]4[C:14]=3[CH:15]=[CH:16][N:17]4C(OC(C)(C)C)=O)[NH:9][C:6]2=[N:7][CH:8]=1)#[N:2].C([O-])([O-])=O.[Cs+].[Cs+], predict the reaction product. The product is: [CH:22]1([C:21]2[C:13]([CH:12]([OH:33])[C:10]3[NH:9][C:6]4=[N:7][CH:8]=[C:3]([C:1]#[N:2])[CH:4]=[C:5]4[N:11]=3)=[C:14]3[C:18](=[C:19]([CH3:25])[CH:20]=2)[NH:17][CH:16]=[CH:15]3)[CH2:24][CH2:23]1. (2) Given the reactants [OH:1][CH2:2][CH2:3][N:4]1[CH2:9][CH2:8][NH:7][CH2:6][CH2:5]1.[Cl:10][C:11]1[CH:16]=[C:15]([Cl:17])[C:14]([O:18][CH3:19])=[CH:13][C:12]=1[NH:20][C:21]1[C:26]([C:27]#[N:28])=[CH:25][N:24]=[C:23]2[CH:29]=[C:30]([C:32]3[CH:37]=[CH:36][C:35]([CH:38]=O)=[CH:34][CH:33]=3)[S:31][C:22]=12.C(O[BH-](OC(=O)C)OC(=O)C)(=O)C.[Na+], predict the reaction product. The product is: [Cl:10][C:11]1[CH:16]=[C:15]([Cl:17])[C:14]([O:18][CH3:19])=[CH:13][C:12]=1[NH:20][C:21]1[C:26]([C:27]#[N:28])=[CH:25][N:24]=[C:23]2[CH:29]=[C:30]([C:32]3[CH:37]=[CH:36][C:35]([CH2:38][N:7]4[CH2:8][CH2:9][N:4]([CH2:3][CH2:2][OH:1])[CH2:5][CH2:6]4)=[CH:34][CH:33]=3)[S:31][C:22]=12. (3) Given the reactants [CH2:1]([C:3]1[CH:18]=[CH:17][C:6]([O:7][C:8]2[C:9]([N+:14]([O-])=O)=[N:10][CH:11]=[CH:12][CH:13]=2)=[C:5]([O:19][CH3:20])[CH:4]=1)[CH3:2].C.O.NN, predict the reaction product. The product is: [CH2:1]([C:3]1[CH:18]=[CH:17][C:6]([O:7][C:8]2[C:9]([NH2:14])=[N:10][CH:11]=[CH:12][CH:13]=2)=[C:5]([O:19][CH3:20])[CH:4]=1)[CH3:2]. (4) The product is: [CH3:11][O:12][C:13]1[CH:21]=[CH:20][CH:19]=[C:15]([C:16]2[O:1][N:2]=[C:3]([C:5]3[CH:10]=[CH:9][CH:8]=[CH:7][N:6]=3)[N:4]=2)[C:14]=1[OH:22]. Given the reactants [OH:1][NH:2][C:3]([C:5]1[CH:10]=[CH:9][CH:8]=[CH:7][N:6]=1)=[NH:4].[CH3:11][O:12][C:13]1[CH:21]=[CH:20][CH:19]=[C:15]([C:16](O)=O)[C:14]=1[OH:22], predict the reaction product. (5) Given the reactants Cl[C:2]1[CH:10]=[CH:9][C:5]([C:6]([NH2:8])=[O:7])=[CH:4][N:3]=1.[CH2:11]([NH:18][CH2:19][CH2:20][C:21]1[CH:26]=[CH:25][C:24]([OH:27])=[CH:23][CH:22]=1)[C:12]1[CH:17]=[CH:16][CH:15]=[CH:14][CH:13]=1.C(=O)([O-])[O-].[K+].[K+].CC(N(C)C)=O, predict the reaction product. The product is: [CH2:11]([NH:18][CH2:19][CH2:20][C:21]1[CH:26]=[CH:25][C:24]([O:27][C:2]2[CH:10]=[CH:9][C:5]([C:6]([NH2:8])=[O:7])=[CH:4][N:3]=2)=[CH:23][CH:22]=1)[C:12]1[CH:13]=[CH:14][CH:15]=[CH:16][CH:17]=1.